This data is from Reaction yield outcomes from USPTO patents with 853,638 reactions. The task is: Predict the reaction yield, written as a fraction of the theoretical maximum amount of product (1.0 means a 100% yield; for example, 0.34 means a 34% yield). (1) The product is [CH2:11]([O:2][C:17](=[O:19])[CH2:15][CH:14]([OH:16])[CH2:12][Cl:13])[CH3:6]. The yield is 0.920. The reactants are [C]=[O:2].[H][H].N[C:6]1[CH:11]=CN=CC=1.[CH2:12]([C@H:14]1[O:16][CH2:15]1)[Cl:13].[CH2:17]([OH:19])C. The catalyst is O.O.O.O.C([O-])(=O)C.[Co+2].C([O-])(=O)C.[Pd]. (2) The reactants are I.CS[C:4]([C:6]1[S:7][C:8]2[C:14]([N:15]3[CH2:20][CH2:19][O:18][CH2:17][CH2:16]3)=[CH:13][CH:12]=[C:11]([O:21][CH3:22])[C:9]=2[N:10]=1)=[NH:5].[C:23]([O:27][C:28]([N:30]1[CH2:35][CH2:34][C:33](OCC)(OCC)[CH:32]([NH2:42])[CH2:31]1)=[O:29])([CH3:26])([CH3:25])[CH3:24].B(F)(F)F.CCOCC. The catalyst is O1CCCC1. The product is [C:23]([O:27][C:28]([N:30]1[CH2:35][CH2:34][C:33]2[N:5]=[C:4]([C:6]3[S:7][C:8]4[C:14]([N:15]5[CH2:20][CH2:19][O:18][CH2:17][CH2:16]5)=[CH:13][CH:12]=[C:11]([O:21][CH3:22])[C:9]=4[N:10]=3)[NH:42][C:32]=2[CH2:31]1)=[O:29])([CH3:26])([CH3:24])[CH3:25]. The yield is 0.350. (3) The yield is 0.620. The product is [O:1]1[CH2:6][CH2:5][N:4]([C:7]2[N:12]=[C:11]([N:13]3[CH2:14][CH2:15][O:16][CH2:17][CH2:18]3)[N:10]=[C:9]([C:19]3[CH:20]=[CH:21][C:22]([NH:25][C:26]([NH:27][C:28]4[CH:29]=[CH:30][C:31]([C:32]([N:71]5[CH2:76][CH2:75][CH:74]([N:77]6[CH2:82][CH2:81][O:80][CH2:79][CH2:78]6)[CH2:73][CH2:72]5)=[O:34])=[CH:35][CH:36]=4)=[O:37])=[CH:23][CH:24]=3)[N:8]=2)[CH2:3][CH2:2]1. The reactants are [O:1]1[CH2:6][CH2:5][N:4]([C:7]2[N:12]=[C:11]([N:13]3[CH2:18][CH2:17][O:16][CH2:15][CH2:14]3)[N:10]=[C:9]([C:19]3[CH:24]=[CH:23][C:22]([NH:25][C:26](=[O:37])[NH:27][C:28]4[CH:36]=[CH:35][C:31]([C:32]([OH:34])=O)=[CH:30][CH:29]=4)=[CH:21][CH:20]=3)[N:8]=2)[CH2:3][CH2:2]1.CCN(C(C)C)C(C)C.CN(C(ON1N=NC2C=CC=CC1=2)=[N+](C)C)C.F[P-](F)(F)(F)(F)F.[NH:71]1[CH2:76][CH2:75][CH:74]([N:77]2[CH2:82][CH2:81][O:80][CH2:79][CH2:78]2)[CH2:73][CH2:72]1. The catalyst is CN1C(=O)CCC1. (4) The yield is 0.990. The reactants are [Si:1]([O:8][CH2:9][C:10]1[CH:15]=[C:14]([Cl:16])[CH:13]=[CH:12][C:11]=1[C:17]1[C:26]2[C:21](=[CH:22][C:23]([S:27](OC3C(F)=C(F)C(F)=C(F)C=3F)(=[O:29])=[O:28])=[CH:24][CH:25]=2)[CH:20]=[CH:19][N:18]=1)([C:4]([CH3:7])([CH3:6])[CH3:5])([CH3:3])[CH3:2].[O:42]1[CH:46]=[CH:45][C:44]([NH2:47])=[N:43]1.C[Si]([N-][Si](C)(C)C)(C)C.[Li+]. The catalyst is C1COCC1. The product is [Si:1]([O:8][CH2:9][C:10]1[CH:15]=[C:14]([Cl:16])[CH:13]=[CH:12][C:11]=1[C:17]1[C:26]2[C:21](=[CH:22][C:23]([S:27]([NH:47][C:44]3[CH:45]=[CH:46][O:42][N:43]=3)(=[O:29])=[O:28])=[CH:24][CH:25]=2)[CH:20]=[CH:19][N:18]=1)([C:4]([CH3:6])([CH3:5])[CH3:7])([CH3:3])[CH3:2].